Predict the reactants needed to synthesize the given product. From a dataset of Full USPTO retrosynthesis dataset with 1.9M reactions from patents (1976-2016). (1) Given the product [CH3:22][N:23]([CH:25]=[N:15][C:14]1[C:13]2[N:12]=[CH:11][N:10]([C:19]=2[N:18]=[CH:17][N:16]=1)[C@@H:2]1[O:9][C@H:6]([CH2:7][OH:8])[C@@H:4]([OH:5])[CH2:3]1)[CH3:24], predict the reactants needed to synthesize it. The reactants are: O.[C@@H:2]1([N:10]2[C:19]3[N:18]=[CH:17][N:16]=[C:14]([NH2:15])[C:13]=3[N:12]=[CH:11]2)[O:9][C@H:6]([CH2:7][OH:8])[C@@H:4]([OH:5])[CH2:3]1.CO[CH:22](OC)[N:23]([CH3:25])[CH3:24]. (2) Given the product [CH3:1][O:2][C:3](=[O:18])[C:4]1[CH:9]=[CH:8][CH:7]=[C:6]([C:10]2[CH:15]=[C:14]([CH3:16])[N:13]=[C:12]([CH2:17][O:21][C:19](=[O:20])[CH3:22])[CH:11]=2)[CH:5]=1, predict the reactants needed to synthesize it. The reactants are: [CH3:1][O:2][C:3](=[O:18])[C:4]1[CH:9]=[CH:8][CH:7]=[C:6]([C:10]2[CH:15]=[C:14]([CH3:16])[N:13]=[C:12]([CH3:17])[CH:11]=2)[CH:5]=1.[C:19]([C:22]1C=C(B(O)O)C=CC=1)([OH:21])=[O:20].BrC1C=C(C)N=C(C)C=1.COC(=O)C1C=CC=C(C2C=CN=C(C)C=2)C=1.OO.